This data is from NCI-60 drug combinations with 297,098 pairs across 59 cell lines. The task is: Regression. Given two drug SMILES strings and cell line genomic features, predict the synergy score measuring deviation from expected non-interaction effect. (1) Drug 1: CC1CCCC2(C(O2)CC(NC(=O)CC(C(C(=O)C(C1O)C)(C)C)O)C(=CC3=CSC(=N3)C)C)C. Cell line: SW-620. Drug 2: CC1C(C(CC(O1)OC2CC(CC3=C2C(=C4C(=C3O)C(=O)C5=CC=CC=C5C4=O)O)(C(=O)C)O)N)O. Synergy scores: CSS=38.4, Synergy_ZIP=-2.14, Synergy_Bliss=-2.98, Synergy_Loewe=-0.529, Synergy_HSA=-0.320. (2) Synergy scores: CSS=45.6, Synergy_ZIP=9.00, Synergy_Bliss=8.76, Synergy_Loewe=11.9, Synergy_HSA=13.4. Cell line: NCI-H226. Drug 1: COC1=C(C=C2C(=C1)N=CN=C2NC3=CC(=C(C=C3)F)Cl)OCCCN4CCOCC4. Drug 2: CCC1=C2CN3C(=CC4=C(C3=O)COC(=O)C4(CC)O)C2=NC5=C1C=C(C=C5)O. (3) Drug 1: CC1C(C(CC(O1)OC2CC(CC3=C2C(=C4C(=C3O)C(=O)C5=C(C4=O)C(=CC=C5)OC)O)(C(=O)C)O)N)O.Cl. Drug 2: CC=C1C(=O)NC(C(=O)OC2CC(=O)NC(C(=O)NC(CSSCCC=C2)C(=O)N1)C(C)C)C(C)C. Cell line: MOLT-4. Synergy scores: CSS=89.1, Synergy_ZIP=-0.559, Synergy_Bliss=0.155, Synergy_Loewe=-0.635, Synergy_HSA=1.36. (4) Drug 2: C1=C(C(=O)NC(=O)N1)N(CCCl)CCCl. Drug 1: CC(C1=C(C=CC(=C1Cl)F)Cl)OC2=C(N=CC(=C2)C3=CN(N=C3)C4CCNCC4)N. Synergy scores: CSS=15.3, Synergy_ZIP=-2.07, Synergy_Bliss=1.14, Synergy_Loewe=-4.74, Synergy_HSA=-1.58. Cell line: SK-MEL-2. (5) Drug 1: C1CC(=O)NC(=O)C1N2CC3=C(C2=O)C=CC=C3N. Drug 2: CNC(=O)C1=NC=CC(=C1)OC2=CC=C(C=C2)NC(=O)NC3=CC(=C(C=C3)Cl)C(F)(F)F. Cell line: NCI-H522. Synergy scores: CSS=11.4, Synergy_ZIP=-3.49, Synergy_Bliss=-2.12, Synergy_Loewe=-3.02, Synergy_HSA=-2.96. (6) Drug 1: CCC1(CC2CC(C3=C(CCN(C2)C1)C4=CC=CC=C4N3)(C5=C(C=C6C(=C5)C78CCN9C7C(C=CC9)(C(C(C8N6C=O)(C(=O)OC)O)OC(=O)C)CC)OC)C(=O)OC)O.OS(=O)(=O)O. Drug 2: CC1CCC2CC(C(=CC=CC=CC(CC(C(=O)C(C(C(=CC(C(=O)CC(OC(=O)C3CCCCN3C(=O)C(=O)C1(O2)O)C(C)CC4CCC(C(C4)OC)O)C)C)O)OC)C)C)C)OC. Cell line: SK-OV-3. Synergy scores: CSS=10.8, Synergy_ZIP=-1.42, Synergy_Bliss=3.78, Synergy_Loewe=-0.494, Synergy_HSA=0.134. (7) Synergy scores: CSS=7.32, Synergy_ZIP=-2.40, Synergy_Bliss=2.42, Synergy_Loewe=2.36, Synergy_HSA=2.77. Drug 2: CC1=C(C(=CC=C1)Cl)NC(=O)C2=CN=C(S2)NC3=CC(=NC(=N3)C)N4CCN(CC4)CCO. Drug 1: CNC(=O)C1=CC=CC=C1SC2=CC3=C(C=C2)C(=NN3)C=CC4=CC=CC=N4. Cell line: MCF7. (8) Drug 1: CC1C(C(CC(O1)OC2CC(OC(C2O)C)OC3=CC4=CC5=C(C(=O)C(C(C5)C(C(=O)C(C(C)O)O)OC)OC6CC(C(C(O6)C)O)OC7CC(C(C(O7)C)O)OC8CC(C(C(O8)C)O)(C)O)C(=C4C(=C3C)O)O)O)O. Drug 2: CN(C(=O)NC(C=O)C(C(C(CO)O)O)O)N=O. Cell line: RXF 393. Synergy scores: CSS=32.7, Synergy_ZIP=1.88, Synergy_Bliss=2.60, Synergy_Loewe=-51.4, Synergy_HSA=0.420.